Dataset: Forward reaction prediction with 1.9M reactions from USPTO patents (1976-2016). Task: Predict the product of the given reaction. (1) Given the reactants [CH3:1][C:2]1[S:3][CH:4]=[CH:5][CH:6]=1.C([Li])CCC.[B:12](OCC)([O:16]CC)[O:13]CC, predict the reaction product. The product is: [CH3:1][C:2]1[S:3][C:4]([B:12]([OH:16])[OH:13])=[CH:5][CH:6]=1. (2) The product is: [NH2:1][C:4]1[CH:5]=[C:6]([CH:7]=[CH:8][CH:9]=1)[O:10][CH2:12][C:13]1[CH:14]=[C:15]([CH:18]=[CH:19][CH:20]=1)[C:16]#[N:17]. Given the reactants [N+:1]([C:4]1[CH:5]=[C:6]([OH:10])[CH:7]=[CH:8][CH:9]=1)([O-])=O.Br[CH2:12][C:13]1[CH:14]=[C:15]([CH:18]=[CH:19][CH:20]=1)[C:16]#[N:17].BrCC1C=CC=C(F)C=1, predict the reaction product. (3) The product is: [C:2]([C:4]1([NH:7][C:8]([C@@H:10]2[CH2:14][C@@H:13]([S:15]([C:18]3[CH:23]=[CH:22][CH:21]=[CH:20][C:19]=3[Cl:24])(=[O:17])=[O:16])[CH2:12][N:11]2[C:31]([CH:25]2[CH2:30][CH2:29][CH2:28][CH2:27][CH2:26]2)=[O:32])=[O:9])[CH2:6][CH2:5]1)#[N:3]. Given the reactants Cl.[C:2]([C:4]1([NH:7][C:8]([C@@H:10]2[CH2:14][C@@H:13]([S:15]([C:18]3[CH:23]=[CH:22][CH:21]=[CH:20][C:19]=3[Cl:24])(=[O:17])=[O:16])[CH2:12][NH:11]2)=[O:9])[CH2:6][CH2:5]1)#[N:3].[CH:25]1([C:31](O)=[O:32])[CH2:30][CH2:29][CH2:28][CH2:27][CH2:26]1, predict the reaction product. (4) Given the reactants Cl[C:2]1[CH:11]=[CH:10][C:9]2[CH:8]([NH:12][C:13]3[CH:14]=[N:15][CH:16]=[CH:17][CH:18]=3)[C:7]([C:20]([F:23])([F:22])[F:21])([OH:19])[CH2:6][C:5]([CH3:25])([CH3:24])[C:4]=2[C:3]=1[OH:26].[C-:27]#[N:28].[Na+].O, predict the reaction product. The product is: [OH:26][C:3]1[C:4]2[C:5]([CH3:25])([CH3:24])[CH2:6][C:7]([OH:19])([C:20]([F:23])([F:22])[F:21])[CH:8]([NH:12][C:13]3[CH:14]=[N:15][CH:16]=[CH:17][CH:18]=3)[C:9]=2[CH:10]=[CH:11][C:2]=1[C:27]#[N:28]. (5) Given the reactants [Cl:1][C:2]1[CH:3]=[C:4]([C:9]2([C:23]([F:26])([F:25])[F:24])[CH2:13][N:12]=[C:11]([C:14]3[CH:21]=[CH:20][C:17]([CH:18]=O)=[C:16]([CH3:22])[CH:15]=3)[CH2:10]2)[CH:5]=[C:6]([Cl:8])[CH:7]=1.C([NH:29][NH:30][C:31]([NH2:33])=[S:32])C.[CH2:34](O)[CH3:35], predict the reaction product. The product is: [CH2:34]([N:30]([C:31]([NH2:33])=[S:32])[N:29]=[CH:18][C:17]1[CH:20]=[CH:21][C:14]([C:11]2[CH2:10][C:9]([C:4]3[CH:3]=[C:2]([Cl:1])[CH:7]=[C:6]([Cl:8])[CH:5]=3)([C:23]([F:26])([F:25])[F:24])[CH2:13][N:12]=2)=[CH:15][C:16]=1[CH3:22])[CH3:35]. (6) Given the reactants Cl[C:2]1[C:7]([CH:8]2[O:12][CH2:11][CH2:10][O:9]2)=[C:6]([Cl:13])[N:5]=[CH:4][N:3]=1.C(=O)([O-])[O-].[K+].[K+].[S:20]1[CH:24]=[C:23]([C:25]2[CH:30]=[CH:29][C:28]([OH:31])=[CH:27][CH:26]=2)[N:22]=[N:21]1, predict the reaction product. The product is: [Cl:13][C:6]1[C:7]([CH:8]2[O:12][CH2:11][CH2:10][O:9]2)=[C:2]([O:31][C:28]2[CH:27]=[CH:26][C:25]([C:23]3[N:22]=[N:21][S:20][CH:24]=3)=[CH:30][CH:29]=2)[N:3]=[CH:4][N:5]=1. (7) The product is: [F:18][C:19]1[CH:24]=[C:23]([C:2]2[C:3]([C:11]3[CH:16]=[CH:15][C:14]([F:17])=[CH:13][CH:12]=3)=[N:4][N:5]3[CH:10]=[CH:9][CH:8]=[CH:7][C:6]=23)[CH:22]=[C:21]([F:28])[N:20]=1. Given the reactants Br[C:2]1[C:3]([C:11]2[CH:16]=[CH:15][C:14]([F:17])=[CH:13][CH:12]=2)=[N:4][N:5]2[CH:10]=[CH:9][CH:8]=[CH:7][C:6]=12.[F:18][C:19]1[CH:24]=[C:23](B(O)O)[CH:22]=[C:21]([F:28])[N:20]=1.C(=O)([O-])[O-].[Na+].[Na+], predict the reaction product. (8) Given the reactants CC(C)([O-])C.[K+].[F:7][C:8]([C:11]1[CH:16]=[CH:15][C:14]([CH:17]2[CH2:22][N:21]([C:23]([N:25]3[CH2:30][CH2:29][S:28][CH2:27][CH2:26]3)=[O:24])[CH2:20][CH:19]([C:31]([O:33]C)=[O:32])[CH2:18]2)=[CH:13][CH:12]=1)([F:10])[CH3:9], predict the reaction product. The product is: [F:10][C:8]([C:11]1[CH:16]=[CH:15][C:14]([CH:17]2[CH2:22][N:21]([C:23]([N:25]3[CH2:30][CH2:29][S:28][CH2:27][CH2:26]3)=[O:24])[CH2:20][CH:19]([C:31]([OH:33])=[O:32])[CH2:18]2)=[CH:13][CH:12]=1)([F:7])[CH3:9].